This data is from Full USPTO retrosynthesis dataset with 1.9M reactions from patents (1976-2016). The task is: Predict the reactants needed to synthesize the given product. (1) Given the product [C:14]([C:17]1[NH:18][CH:2]=[C:3]([C:5]2[CH:6]=[C:7]([CH:10]=[CH:11][CH:12]=2)[C:8]#[N:9])[N:19]=1)([CH3:16])([CH3:15])[CH3:13], predict the reactants needed to synthesize it. The reactants are: Br[CH2:2][C:3]([C:5]1[CH:6]=[C:7]([CH:10]=[CH:11][CH:12]=1)[C:8]#[N:9])=O.[CH3:13][C:14]([C:17]([NH2:19])=[NH:18])([CH3:16])[CH3:15].Cl.C(=O)([O-])[O-].[K+].[K+].C(#N)C. (2) Given the product [NH2:29][C:24]1[CH:25]=[CH:26][CH:27]=[CH:28][C:23]=1[NH:22][C:20]([C:17]1[CH:16]=[N:15][C:14]([N:11]2[CH2:10][CH2:9][NH:8][CH2:13][CH2:12]2)=[N:19][CH:18]=1)=[O:21], predict the reactants needed to synthesize it. The reactants are: C(OC([N:8]1[CH2:13][CH2:12][N:11]([C:14]2[N:19]=[CH:18][C:17]([C:20]([NH:22][C:23]3[CH:28]=[CH:27][CH:26]=[CH:25][C:24]=3[NH:29]C(OC(C)(C)C)=O)=[O:21])=[CH:16][N:15]=2)[CH2:10][CH2:9]1)=O)(C)(C)C.Cl. (3) Given the product [ClH:22].[Cl:1][C:17]1[CH:18]=[CH:19][CH:20]=[CH:3][C:4]=1[CH2:5][C:6]1[N:11]=[CH:10][C:9]2[C:12]([CH3:16])([CH3:15])[CH2:13][NH:14][C:8]=2[CH:7]=1, predict the reactants needed to synthesize it. The reactants are: [ClH:1].F[C:3]1[CH:20]=[CH:19][CH:18]=[CH:17][C:4]=1[CH2:5][C:6]1[N:11]=[CH:10][C:9]2[C:12]([CH3:16])([CH3:15])[CH2:13][NH:14][C:8]=2[CH:7]=1.[Cl-].[Cl:22]C1C=CC=CC=1C[Zn+]. (4) Given the product [CH2:21]([O:25][CH2:26][CH2:27][O:28][C:29]1[CH:30]=[CH:31][C:32]([C:2]2[CH:3]=[CH:4][C:5]3[N:12]([CH2:13][CH2:14][CH3:15])[CH2:11][CH2:10][CH2:9][C:8]([C:16]([O:18][CH3:19])=[O:17])=[CH:7][C:6]=3[CH:20]=2)=[CH:33][CH:34]=1)[CH2:22][CH2:23][CH3:24], predict the reactants needed to synthesize it. The reactants are: Br[C:2]1[CH:3]=[CH:4][C:5]2[N:12]([CH2:13][CH2:14][CH3:15])[CH2:11][CH2:10][CH2:9][C:8]([C:16]([O:18][CH3:19])=[O:17])=[CH:7][C:6]=2[CH:20]=1.[CH2:21]([O:25][CH2:26][CH2:27][O:28][C:29]1[CH:34]=[CH:33][C:32](OB(O)O)=[CH:31][CH:30]=1)[CH2:22][CH2:23][CH3:24].C(=O)([O-])[O-].[K+].[K+].C(OCC)(=O)C. (5) Given the product [OH:2][C:3]1[CH:4]=[C:5]2[C:10](=[CH:11][CH:12]=1)[N:9]=[CH:8][C:7]([C:13]([OH:15])=[O:14])=[CH:6]2, predict the reactants needed to synthesize it. The reactants are: C[O:2][C:3]1[CH:4]=[C:5]2[C:10](=[CH:11][CH:12]=1)[N:9]=[CH:8][C:7]([C:13]([O:15]CC)=[O:14])=[CH:6]2. (6) Given the product [CH2:31]([O:30][C:28](=[O:29])[CH2:27][C:23]1([CH2:24][CH3:25])[C:6]2[NH:7][C:8]3[C:4]([C:5]=2[CH2:11][CH2:12][O:13]1)=[CH:3][C:2]([CH3:1])=[CH:10][CH:9]=3)[CH3:32], predict the reactants needed to synthesize it. The reactants are: [CH3:1][C:2]1[CH:3]=[C:4]2[C:8](=[CH:9][CH:10]=1)[NH:7][CH:6]=[C:5]2[CH2:11][CH2:12][OH:13].B(F)(F)F.CCOCC.[C:23]([CH2:27][C:28]([O:30][CH2:31][CH3:32])=[O:29])(=O)[CH2:24][CH3:25].